From a dataset of Peptide-MHC class I binding affinity with 185,985 pairs from IEDB/IMGT. Regression. Given a peptide amino acid sequence and an MHC pseudo amino acid sequence, predict their binding affinity value. This is MHC class I binding data. The peptide sequence is WMYRQQNPI. The MHC is HLA-A68:02 with pseudo-sequence HLA-A68:02. The binding affinity (normalized) is 0.362.